The task is: Predict the reaction yield, written as a fraction of the theoretical maximum amount of product (1.0 means a 100% yield; for example, 0.34 means a 34% yield).. This data is from Reaction yield outcomes from USPTO patents with 853,638 reactions. (1) The reactants are [C:1](#[N:10])[C:2]1[C:3](=[CH:6][CH:7]=[CH:8][CH:9]=1)[C:4]#[N:5].[NH2:11][OH:12].CC[OH:15]. No catalyst specified. The product is [C:1]1(=[N:10][OH:15])[C:2]2[C:3](=[CH:6][CH:7]=[CH:8][CH:9]=2)[C:4](=[N:11][OH:12])[NH:5]1. The yield is 0.854. (2) The reactants are C(=O)([S:3][CH2:4][CH2:5][CH2:6][CH2:7]/[CH:8]=[CH:9]\[CH2:10]/[CH:11]=[CH:12]\[CH2:13]/[CH:14]=[CH:15]\[CH2:16]/[CH:17]=[CH:18]\[CH2:19]/[CH:20]=[CH:21]\[CH2:22][CH3:23])C.C(=O)([O-])[O-].[K+].[K+]. The catalyst is CO. The product is [CH2:4]([SH:3])[CH2:5][CH2:6][CH2:7]/[CH:8]=[CH:9]\[CH2:10]/[CH:11]=[CH:12]\[CH2:13]/[CH:14]=[CH:15]\[CH2:16]/[CH:17]=[CH:18]\[CH2:19]/[CH:20]=[CH:21]\[CH2:22][CH3:23]. The yield is 0.970. (3) The reactants are [H-].[Na+].[CH3:3][C:4]1[CH:9]=[C:8]([CH3:10])[CH:7]=[C:6]([CH3:11])[C:5]=1[OH:12].Cl[C:14]1[CH:19]=[CH:18][N:17]=[C:16]([NH:20][C:21]2[CH:28]=[CH:27][C:24]([C:25]#[N:26])=[CH:23][CH:22]=2)[N:15]=1.O. The catalyst is O1CCOCC1. The product is [CH3:3][C:4]1[CH:9]=[C:8]([CH3:10])[CH:7]=[C:6]([CH3:11])[C:5]=1[O:12][C:18]1[CH:19]=[CH:14][N:15]=[C:16]([NH:20][C:21]2[CH:28]=[CH:27][C:24]([C:25]#[N:26])=[CH:23][CH:22]=2)[N:17]=1. The yield is 0.894. (4) The reactants are C([O:5]C([N:8]1[CH2:17][CH2:16][C:15]2[N:14]([CH2:18][C:19]3[CH:24]=[CH:23][CH:22]=[CH:21][CH:20]=3)[N:13]=[C:12]([C:25]3[CH:30]=[CH:29][C:28]([Cl:31])=[CH:27][CH:26]=3)[C:11]=2[CH2:10][CH2:9]1)=O)(C)(C)C.[C:32]([O-:35])([O-:34])=O.[Na+].[Na+].ClC1C=CC(B2[O:49][C:48]3[CH:50]=CC=C[C:47]=3[O:46]2)=CC=1.C(OC(N1CCC2N(CC3C=CC=CC=3)N=C(OS(C(F)(F)F)(=O)=O)C=2CC1)=O)(C)(C)C.CC[O:88][C:89]([CH3:91])=[O:90]. The catalyst is C1(C)C=CC=CC=1.C1C=CC(P(C2C=CC=CC=2)[C-]2C=CC=C2)=CC=1.C1C=CC(P(C2C=CC=CC=2)[C-]2C=CC=C2)=CC=1.Cl[Pd]Cl.[Fe+2].C1(P(C2C=CC=CC=2)[C-]2C=CC=C2)C=CC=CC=1.[C-]1(P(C2C=CC=CC=2)C2C=CC=CC=2)C=CC=C1.[Fe+2].O. The product is [C:89]([OH:88])(=[O:90])[CH2:91][C:48]([CH2:50][C:32]([OH:35])=[O:34])([C:47]([OH:46])=[O:5])[OH:49].[CH2:18]([N:14]1[C:15]2[CH2:16][CH2:17][NH:8][CH2:9][CH2:10][C:11]=2[C:12]([C:25]2[CH:30]=[CH:29][C:28]([Cl:31])=[CH:27][CH:26]=2)=[N:13]1)[C:19]1[CH:24]=[CH:23][CH:22]=[CH:21][CH:20]=1. The yield is 0.920. (5) The reactants are Cl.[O:2]([NH2:4])[CH3:3].C([O-])(=O)C.[Na+].[Cl:10][C:11]1[CH:12]=[C:13]([CH:16]=[CH:17][C:18]=1[Cl:19])[CH:14]=O.C([BH3-])#N.[Na+].[OH-].[Na+]. The catalyst is O.C1COCC1.C(OCC)C.C(O)(=O)C. The product is [Cl:10][C:11]1[CH:12]=[C:13]([CH:16]=[CH:17][C:18]=1[Cl:19])[CH2:14][NH:4][O:2][CH3:3]. The yield is 0.330.